From a dataset of Reaction yield outcomes from USPTO patents with 853,638 reactions. Predict the reaction yield, written as a fraction of the theoretical maximum amount of product (1.0 means a 100% yield; for example, 0.34 means a 34% yield). (1) The reactants are C([O:4][C@@H:5]1[CH2:10][CH2:9][N:8]([C:11]([O:13][C:14]([CH3:17])([CH3:16])[CH3:15])=[O:12])[C@@H:7]([C:18]2[CH:23]=[CH:22][C:21]([F:24])=[CH:20][CH:19]=2)[CH2:6]1)(=O)C.C(=O)([O-])[O-].[K+].[K+]. The catalyst is CO.O.C(OCC)(=O)C. The product is [F:24][C:21]1[CH:20]=[CH:19][C:18]([C@H:7]2[CH2:6][C@H:5]([OH:4])[CH2:10][CH2:9][N:8]2[C:11]([O:13][C:14]([CH3:17])([CH3:16])[CH3:15])=[O:12])=[CH:23][CH:22]=1. The yield is 0.990. (2) The reactants are C([O:8][CH:9]1[CH2:14][CH2:13][C:12]2([CH:19]=[CH:18]/[C:17](=[CH:20]/[C:21]([O-:23])=[O:22])/[CH2:16][CH2:15]2)[CH2:11][CH2:10]1)C1C=CC=CC=1.[CH3:24]COC(C)=O. The catalyst is [OH-].[OH-].[Pd+2]. The product is [OH:8][CH:9]1[CH2:10][CH2:11][C:12]2([CH2:15][CH2:16][CH:17]([CH2:20][C:21]([O:23][CH3:24])=[O:22])[CH2:18][CH2:19]2)[CH2:13][CH2:14]1. The yield is 0.970. (3) The reactants are [Li]CCCC.N(C(C)C)C(C)C.[CH:13]1([C:17]([O:19][CH2:20][CH3:21])=[O:18])[CH2:16][CH2:15][CH2:14]1.Br[CH2:23][CH2:24][CH2:25][CH2:26][Cl:27].[NH4+].[Cl-]. The catalyst is C1COCC1. The product is [Cl:27][CH2:26][CH2:25][CH2:24][CH2:23][C:13]1([C:17]([O:19][CH2:20][CH3:21])=[O:18])[CH2:16][CH2:15][CH2:14]1. The yield is 0.860. (4) The reactants are [C:1]([O:5][C:6]([N:8]1[CH2:12][CH2:11][CH2:10][C@H:9]1[CH2:13][O:14][C:15]1[CH:20]=[CH:19][C:18]([N+:21]([O-])=O)=[C:17]([O:24][CH3:25])[N:16]=1)=[O:7])([CH3:4])([CH3:3])[CH3:2]. The catalyst is CO.[Pd]. The product is [C:1]([O:5][C:6]([N:8]1[CH2:12][CH2:11][CH2:10][C@H:9]1[CH2:13][O:14][C:15]1[CH:20]=[CH:19][C:18]([NH2:21])=[C:17]([O:24][CH3:25])[N:16]=1)=[O:7])([CH3:4])([CH3:3])[CH3:2]. The yield is 0.926. (5) The reactants are S(Cl)(Cl)=O.Cl.[CH3:6][N:7]1[CH2:12][CH2:11][C:10](=[C:13]2[C:22]3[CH:23]=[CH:24][CH:25]=[CH:26][C:21]=3[CH2:20][CH2:19][C:18]3[S:17][C:16]([C:27]([OH:29])=[O:28])=[CH:15][C:14]2=3)[CH2:9][CH2:8]1.[CH2:30](O)[CH3:31]. No catalyst specified. The product is [CH3:6][N:7]1[CH2:8][CH2:9][C:10](=[C:13]2[C:22]3[CH:23]=[CH:24][CH:25]=[CH:26][C:21]=3[CH2:20][CH2:19][C:18]3[S:17][C:16]([C:27]([O:29][CH2:30][CH3:31])=[O:28])=[CH:15][C:14]2=3)[CH2:11][CH2:12]1. The yield is 1.00. (6) The reactants are FC(F)(F)C(O)=O.[CH2:8]([O:10][C:11](=[O:53])[CH2:12][C:13]1[CH:14]=[N:15][C:16]([C:19]2[CH:24]=[CH:23][C:22]([C:25]([C:30]3[CH:35]=[CH:34][C:33]([CH2:36][CH2:37][CH:38]([O:43][Si](C(C)(C)C)(C)C)[C:39]([CH3:42])([CH3:41])[CH3:40])=[C:32]([CH3:51])[CH:31]=3)([CH2:28][CH3:29])[CH2:26][CH3:27])=[CH:21][C:20]=2[CH3:52])=[CH:17][CH:18]=1)[CH3:9]. The catalyst is ClCCl. The product is [CH2:8]([O:10][C:11](=[O:53])[CH2:12][C:13]1[CH:14]=[N:15][C:16]([C:19]2[CH:24]=[CH:23][C:22]([C:25]([CH2:26][CH3:27])([C:30]3[CH:35]=[CH:34][C:33]([CH2:36][CH2:37][CH:38]([OH:43])[C:39]([CH3:40])([CH3:41])[CH3:42])=[C:32]([CH3:51])[CH:31]=3)[CH2:28][CH3:29])=[CH:21][C:20]=2[CH3:52])=[CH:17][CH:18]=1)[CH3:9]. The yield is 1.00. (7) The reactants are [NH2:1][CH2:2][CH2:3][C:4]1[N:8]2[C:9](=[O:22])[C:10]3[NH:11][C:12]([Br:21])=[N:13][C:14]=3[N:15]([CH2:16][CH2:17][CH2:18][CH2:19][CH3:20])[C:7]2=[N:6][N:5]=1.[CH3:23][O:24][C:25]1[CH:33]=[CH:32][C:28]([C:29](O)=[O:30])=[CH:27][CH:26]=1.F[P-](F)(F)(F)(F)F.N1(O[P+](N(C)C)(N(C)C)N(C)C)C2C=CC=CC=2N=N1.C(N(CC)CC)C. The catalyst is CN(C=O)C.O.C(#N)C. The product is [Br:21][C:12]1[NH:11][C:10]2[C:9](=[O:22])[N:8]3[C:4]([CH2:3][CH2:2][NH:1][C:29](=[O:30])[C:28]4[CH:32]=[CH:33][C:25]([O:24][CH3:23])=[CH:26][CH:27]=4)=[N:5][N:6]=[C:7]3[N:15]([CH2:16][CH2:17][CH2:18][CH2:19][CH3:20])[C:14]=2[N:13]=1. The yield is 0.730.